Predict the product of the given reaction. From a dataset of Forward reaction prediction with 1.9M reactions from USPTO patents (1976-2016). (1) Given the reactants C(OC(=O)[NH:7][CH2:8][C:9]([C:12]1[CH:17]=[CH:16][C:15]([C:18](=[O:33])[NH:19][CH2:20][CH2:21][C:22]2[CH:23]=[C:24]3[C:28](=[CH:29][CH:30]=2)[NH:27][CH:26]=[C:25]3[C:31]#[N:32])=[CH:14][CH:13]=1)([CH3:11])[CH3:10])(C)(C)C.C(O)(C(F)(F)F)=O.O, predict the reaction product. The product is: [NH2:7][CH2:8][C:9]([C:12]1[CH:13]=[CH:14][C:15]([C:18]([NH:19][CH2:20][CH2:21][C:22]2[CH:23]=[C:24]3[C:28](=[CH:29][CH:30]=2)[NH:27][CH:26]=[C:25]3[C:31]#[N:32])=[O:33])=[CH:16][CH:17]=1)([CH3:11])[CH3:10]. (2) Given the reactants [CH3:1][C:2]1[CH:7]=[C:6]([CH3:8])[CH:5]=[CH:4][C:3]=1[C:9]1[CH:14]=[CH:13][CH:12]=[C:11]([C:15](OCC)=[O:16])[CH:10]=1.[H-].[Al+3].[Li+].[H-].[H-].[H-].O.O.O.O.O.O.O.O.O.O.S([O-])([O-])(=O)=O.[Na+].[Na+], predict the reaction product. The product is: [CH3:1][C:2]1[CH:7]=[C:6]([CH3:8])[CH:5]=[CH:4][C:3]=1[C:9]1[CH:14]=[CH:13][CH:12]=[C:11]([CH2:15][OH:16])[CH:10]=1. (3) Given the reactants [S:1]1[CH:5]=[CH:4][CH:3]=[C:2]1[C:6]1([C:9]#N)[CH2:8][CH2:7]1.[OH-:11].[Na+].C([OH:15])C, predict the reaction product. The product is: [S:1]1[CH:5]=[CH:4][CH:3]=[C:2]1[C:6]1([C:9]([OH:15])=[O:11])[CH2:8][CH2:7]1.